From a dataset of Catalyst prediction with 721,799 reactions and 888 catalyst types from USPTO. Predict which catalyst facilitates the given reaction. (1) Reactant: C[O:2][C:3]([C:5]1[S:9][C:8]([N:10]2[CH2:15][CH2:14][N:13]([S:16]([C:19]3[S:20][CH:21]=[CH:22][CH:23]=3)(=[O:18])=[O:17])[CH2:12][CH2:11]2)=[N:7][CH:6]=1)=O.Cl.[NH2:25][OH:26].C[O-].[Na+].CO.Cl. Product: [OH:26][NH:25][C:3]([C:5]1[S:9][C:8]([N:10]2[CH2:15][CH2:14][N:13]([S:16]([C:19]3[S:20][CH:21]=[CH:22][CH:23]=3)(=[O:18])=[O:17])[CH2:12][CH2:11]2)=[N:7][CH:6]=1)=[O:2]. The catalyst class is: 12. (2) Reactant: Br[C:2]1[CH:3]=[C:4]([CH:20]=[CH:21][C:22]=1[OH:23])[O:5][CH2:6][CH2:7][CH2:8][N:9]1[C:17](=[O:18])[C:16]2[C:11](=[CH:12][CH:13]=[CH:14][CH:15]=2)[C:10]1=[O:19].[Cu][C:25]#[N:26].C(N(CC(O)=O)CC(O)=O)CN(CC(O)=O)CC(O)=O. Product: [O:19]=[C:10]1[C:11]2[C:16](=[CH:15][CH:14]=[CH:13][CH:12]=2)[C:17](=[O:18])[N:9]1[CH2:8][CH2:7][CH2:6][O:5][C:4]1[CH:20]=[CH:21][C:22]([OH:23])=[C:2]([CH:3]=1)[C:25]#[N:26]. The catalyst class is: 288. (3) Reactant: Cl[C:2]1[C:11]([Cl:12])=[N:10][C:9]2[C:4](=[CH:5][CH:6]=[CH:7][CH:8]=2)[N:3]=1.[Cl:13][C:14]1[N:19]=[CH:18][C:17]([S:20]([NH2:23])(=[O:22])=[O:21])=[CH:16][CH:15]=1.C([O-])([O-])=O.[K+].[K+].CS(C)=O. Product: [Cl:13][C:14]1[N:19]=[CH:18][C:17]([S:20]([NH:23][C:2]2[C:11]([Cl:12])=[N:10][C:9]3[C:4](=[CH:5][CH:6]=[CH:7][CH:8]=3)[N:3]=2)(=[O:21])=[O:22])=[CH:16][CH:15]=1. The catalyst class is: 52. (4) Reactant: [Br:1][C:2]1[CH:3]=[C:4]([NH2:9])[C:5]([Cl:8])=[N:6][CH:7]=1.[Li][CH2:11]CCC.CCCCCC.CI.C([O-])(O)=O.[Na+]. Product: [Br:1][C:2]1[CH:3]=[C:4]([NH:9][CH3:11])[C:5]([Cl:8])=[N:6][CH:7]=1. The catalyst class is: 1. (5) Reactant: [CH2:1]([NH:3][C:4](=[O:21])[N:5]([CH2:18][CH2:19][OH:20])[CH2:6][C:7]1[CH:12]=[C:11]([N+:13]([O-])=O)[CH:10]=[CH:9][C:8]=1[O:16][CH3:17])[CH3:2].C(O)C. Product: [NH2:13][C:11]1[CH:10]=[CH:9][C:8]([O:16][CH3:17])=[C:7]([CH:12]=1)[CH2:6][N:5]([CH2:18][CH2:19][OH:20])[C:4]([NH:3][CH2:1][CH3:2])=[O:21]. The catalyst class is: 45. (6) Reactant: [Cl:1][C:2]1[CH:3]=[CH:4][C:5]([O:25][CH2:26][C:27]2[CH:32]=[CH:31][C:30]([Cl:33])=[CH:29][C:28]=2[F:34])=[C:6]([CH:24]=1)[CH2:7][N:8]1[C:16]2[CH:15]=[CH:14][CH:13]=[C:12]([C:17](OC)=[O:18])[C:11]=2[C:10]([CH2:21][CH:22]=[O:23])=[CH:9]1.[BH4-].[Na+].O. Product: [Cl:1][C:2]1[CH:3]=[CH:4][C:5]([O:25][CH2:26][C:27]2[CH:32]=[CH:31][C:30]([Cl:33])=[CH:29][C:28]=2[F:34])=[C:6]([CH:24]=1)[CH2:7][N:8]1[C:16]2[CH:15]=[CH:14][CH:13]=[C:12]3[C:17](=[O:18])[O:23][CH2:22][CH2:21][C:10]([C:11]=23)=[CH:9]1. The catalyst class is: 1.